From a dataset of Catalyst prediction with 721,799 reactions and 888 catalyst types from USPTO. Predict which catalyst facilitates the given reaction. (1) Reactant: [F:1][C:2]([F:29])([F:28])[C:3]([N:5]1[CH:10]2[CH2:11][CH2:12][CH:6]1[CH2:7][CH:8]([C:13]1[N:18]3[N:19]=[C:20]([C:22]4[CH:27]=[CH:26][N:25]=[CH:24][CH:23]=4)[CH:21]=[C:17]3[N:16]=[CH:15][CH:14]=1)[CH2:9]2)=[O:4].[I:30]NC(=O)CCC(N)=O. Product: [F:29][C:2]([F:1])([F:28])[C:3]([N:5]1[CH:6]2[CH2:12][CH2:11][CH:10]1[CH2:9][CH:8]([C:13]1[N:18]3[N:19]=[C:20]([C:22]4[CH:23]=[CH:24][N:25]=[CH:26][CH:27]=4)[C:21]([I:30])=[C:17]3[N:16]=[CH:15][CH:14]=1)[CH2:7]2)=[O:4]. The catalyst class is: 4. (2) Reactant: Cl[C:2]1[C:11]2[C:6](=[CH:7][C:8]([F:12])=[CH:9][CH:10]=2)[N:5]=[C:4]([C:13]2[CH:14]=[N:15][CH:16]=[CH:17][CH:18]=2)[C:3]=1[CH3:19].[CH3:20][C:21]1([CH3:36])[C:29]2[C:24](=[CH:25][C:26]([N:30]3[CH2:35][CH2:34][O:33][CH2:32][CH2:31]3)=[CH:27][CH:28]=2)[NH:23][CH2:22]1.[H-].[Na+]. Product: [CH3:20][C:21]1([CH3:36])[C:29]2[C:24](=[CH:25][C:26]([N:30]3[CH2:35][CH2:34][O:33][CH2:32][CH2:31]3)=[CH:27][CH:28]=2)[N:23]([C:2]2[C:11]3[C:6](=[CH:7][C:8]([F:12])=[CH:9][CH:10]=3)[N:5]=[C:4]([C:13]3[CH:14]=[N:15][CH:16]=[CH:17][CH:18]=3)[C:3]=2[CH3:19])[CH2:22]1. The catalyst class is: 3. (3) Reactant: [Si:1]([O:8]CC(=O)C)([C:4]([CH3:7])([CH3:6])[CH3:5])([CH3:3])[CH3:2].Cl.CNC.[C-]#N.[K+].[CH3:20][N:21]([CH3:29])[C:22]1([C:27]#[N:28])[CH2:26]CC[CH2:23]1. Product: [CH3:29][N:21]([CH3:20])[C:22]([CH3:23])([CH2:26][O:8][Si:1]([C:4]([CH3:7])([CH3:6])[CH3:5])([CH3:3])[CH3:2])[C:27]#[N:28]. The catalyst class is: 6.